This data is from Reaction yield outcomes from USPTO patents with 853,638 reactions. The task is: Predict the reaction yield, written as a fraction of the theoretical maximum amount of product (1.0 means a 100% yield; for example, 0.34 means a 34% yield). (1) The reactants are Cl[C:2]1[N:7]2[N:8]=[C:9]([NH:11][C:12](=[O:19])[C:13]3[CH:18]=[CH:17][CH:16]=[N:15][CH:14]=3)[N:10]=[C:6]2[CH:5]=[C:4]([Cl:20])[CH:3]=1.[CH:21]1([NH2:27])[CH2:26][CH2:25][CH2:24][CH2:23][CH2:22]1. No catalyst specified. The product is [Cl:20][C:4]1[CH:3]=[C:2]([NH:27][CH:21]2[CH2:26][CH2:25][CH2:24][CH2:23][CH2:22]2)[N:7]2[N:8]=[C:9]([NH:11][C:12](=[O:19])[C:13]3[CH:18]=[CH:17][CH:16]=[N:15][CH:14]=3)[N:10]=[C:6]2[CH:5]=1. The yield is 0.220. (2) The reactants are Br[CH2:2][C:3]1[CH:8]=[CH:7][C:6]([C:9]2[CH:13]=[C:12]([C:14]([NH2:16])=[O:15])[O:11][N:10]=2)=[CH:5][CH:4]=1.[CH3:17][O:18][C:19]1[CH:24]=[CH:23][C:22]([OH:25])=[CH:21][CH:20]=1.C([O-])([O-])=O.[K+].[K+]. The catalyst is CC#N. The product is [CH3:17][O:18][C:19]1[CH:24]=[CH:23][C:22]([O:25][CH2:2][C:3]2[CH:8]=[CH:7][C:6]([C:9]3[CH:13]=[C:12]([C:14]([NH2:16])=[O:15])[O:11][N:10]=3)=[CH:5][CH:4]=2)=[CH:21][CH:20]=1. The yield is 0.350.